From a dataset of Forward reaction prediction with 1.9M reactions from USPTO patents (1976-2016). Predict the product of the given reaction. (1) Given the reactants Cl[C:2]1[N:3]=[C:4]([N:19]2[CH2:24][CH2:23][O:22][CH2:21][CH2:20]2)[C:5]2[S:10][C:9]([C:11]3[CH:16]=[CH:15][CH:14]=[C:13]([O:17][CH3:18])[CH:12]=3)=[CH:8][C:6]=2[N:7]=1.CC1(C)C(C)(C)OB([C:33]2[CH:41]=[CH:40][CH:39]=[C:38]3[C:34]=2[CH:35]=[N:36][NH:37]3)O1, predict the reaction product. The product is: [NH:37]1[C:38]2[C:34](=[C:33]([C:2]3[N:3]=[C:4]([N:19]4[CH2:24][CH2:23][O:22][CH2:21][CH2:20]4)[C:5]4[S:10][C:9]([C:11]5[CH:16]=[CH:15][CH:14]=[C:13]([O:17][CH3:18])[CH:12]=5)=[CH:8][C:6]=4[N:7]=3)[CH:41]=[CH:40][CH:39]=2)[CH:35]=[N:36]1. (2) Given the reactants C(OC(=O)[NH:7][CH2:8][C:9]1[S:10][CH:11]=[C:12]([C:14](=[O:25])[NH:15][CH2:16][CH2:17][C:18]2[CH:23]=[CH:22][CH:21]=[C:20]([Cl:24])[CH:19]=2)[N:13]=1)(C)(C)C.Cl, predict the reaction product. The product is: [Cl:24][C:20]1[CH:19]=[C:18]([CH2:17][CH2:16][NH:15][C:14]([C:12]2[N:13]=[C:9]([CH2:8][NH2:7])[S:10][CH:11]=2)=[O:25])[CH:23]=[CH:22][CH:21]=1. (3) Given the reactants [NH2:1][C:2]1[CH:3]=[CH:4][C:5]([Cl:8])=[N:6][CH:7]=1.C(=O)([O-])[O-].[Ca+2].[I:14](Cl)(=O)=O.I(Cl)(=O)=O.C([N+](C)(C)C)C1C=CC=CC=1, predict the reaction product. The product is: [NH2:1][C:2]1[C:7]([I:14])=[N:6][C:5]([Cl:8])=[CH:4][CH:3]=1.